From a dataset of Forward reaction prediction with 1.9M reactions from USPTO patents (1976-2016). Predict the product of the given reaction. (1) Given the reactants FC(F)(F)[C:3]([N:5](C)[CH2:6][C:7]1[CH:12]=[CH:11][C:10]([CH:13]=[N:14][NH:15][C:16]2[CH:21]=[CH:20][C:19]([C:22]3[O:26][CH:25]=[N:24][CH:23]=3)=[CH:18][CH:17]=2)=[CH:9][C:8]=1[Sn:27]([CH3:30])([CH3:29])[CH3:28])=O.[OH-].[Na+], predict the reaction product. The product is: [O:26]1[C:22]([C:19]2[CH:20]=[CH:21][C:16]([NH:15][N:14]=[CH:13][C:10]3[CH:11]=[CH:12][C:7]([CH2:6][NH:5][CH3:3])=[C:8]([Sn:27]([CH3:28])([CH3:30])[CH3:29])[CH:9]=3)=[CH:17][CH:18]=2)=[CH:23][N:24]=[CH:25]1. (2) Given the reactants [CH2:1]([C@H:8]1[CH2:12][O:11][C:10](=[O:13])[NH:9]1)[C:2]1[CH:7]=[CH:6][CH:5]=[CH:4][CH:3]=1.C([Li])CCC.[CH:19]1([CH2:25][C:26](Cl)=[O:27])[CH2:24][CH2:23][CH2:22][CH2:21][CH2:20]1, predict the reaction product. The product is: [CH2:1]([CH:8]1[CH2:12][O:11][C:10](=[O:13])[N:9]1[C:26](=[O:27])[CH2:25][CH:19]1[CH2:24][CH2:23][CH2:22][CH2:21][CH2:20]1)[C:2]1[CH:3]=[CH:4][CH:5]=[CH:6][CH:7]=1.